From a dataset of Reaction yield outcomes from USPTO patents with 853,638 reactions. Predict the reaction yield, written as a fraction of the theoretical maximum amount of product (1.0 means a 100% yield; for example, 0.34 means a 34% yield). (1) The reactants are [C:1]([C:3]1[O:7][C:6]([C:8](Cl)=[O:9])=[CH:5][CH:4]=1)#[N:2].[CH3:11][N:12]1[CH2:17][CH2:16][N:15]([C:18]2[CH:23]=[CH:22][C:21]([NH2:24])=[C:20]([C:25]3[C:29]([CH3:30])=[CH:28][S:27][CH:26]=3)[CH:19]=2)[CH2:14][CH2:13]1.CCN(C(C)C)C(C)C. No catalyst specified. The product is [CH3:11][N:12]1[CH2:17][CH2:16][N:15]([C:18]2[CH:23]=[CH:22][C:21]([NH:24][C:8]([C:6]3[O:7][C:3]([C:1]#[N:2])=[CH:4][CH:5]=3)=[O:9])=[C:20]([C:25]3[C:29]([CH3:30])=[CH:28][S:27][CH:26]=3)[CH:19]=2)[CH2:14][CH2:13]1. The yield is 0.240. (2) The reactants are [CH3:1][O:2][C:3]1[CH:4]=[C:5]2[C:10](=[CH:11][C:12]=1[O:13][CH3:14])[N:9]=[CH:8][CH:7]=[C:6]2[O:15][C:16]1[CH:22]=[CH:21][C:19]([NH2:20])=[CH:18][CH:17]=1.C1(C)C=CC=CC=1.C(N(CC)CC)C.Cl[C:38](Cl)([O:40][C:41](=[O:47])OC(Cl)(Cl)Cl)Cl.[CH3:49][C:50]1[CH:55]=[CH:54][C:53]([CH3:56])=[CH:52][C:51]=1[S:57][CH2:58]CO. The catalyst is C(Cl)Cl. The product is [CH3:1][O:2][C:3]1[CH:4]=[C:5]2[C:10](=[CH:11][C:12]=1[O:13][CH3:14])[N:9]=[CH:8][CH:7]=[C:6]2[O:15][C:16]1[CH:22]=[CH:21][C:19]([NH:20][C:41](=[O:47])[O:40][CH2:38][CH2:58][S:57][C:51]2[CH:52]=[C:53]([CH3:56])[CH:54]=[CH:55][C:50]=2[CH3:49])=[CH:18][CH:17]=1. The yield is 0.740. (3) The reactants are [F:1][C:2]([F:7])([F:6])[C:3]([OH:5])=[O:4].FC(F)(F)C(O)=O.[Cl:15][C:16]1[CH:17]=[N:18][C:19]2[NH:20][C:21]3[CH:22]=[CH:23][CH:24]=[C:25]([CH:46]=3)[CH2:26][CH2:27][C:28]3[CH:36]=[C:32]([NH:33][C:34]=1[N:35]=2)[CH:31]=[CH:30][C:29]=3[NH:37][C:38]([CH:40]1[CH2:45][CH2:44][NH:43][CH2:42][CH2:41]1)=[O:39].[C:47](Cl)(=[O:54])[C:48]1[CH:53]=[CH:52][CH:51]=[CH:50][CH:49]=1. No catalyst specified. The product is [F:1][C:2]([F:7])([F:6])[C:3]([OH:5])=[O:4].[C:47]([N:43]1[CH2:44][CH2:45][CH:40]([C:38]([NH:37][C:29]2[CH:30]=[CH:31][C:32]3[NH:33][C:34]4[N:35]=[C:19]([NH:20][C:21]5[CH:22]=[CH:23][CH:24]=[C:25]([CH:46]=5)[CH2:26][CH2:27][C:28]=2[CH:36]=3)[N:18]=[CH:17][C:16]=4[Cl:15])=[O:39])[CH2:41][CH2:42]1)(=[O:54])[C:48]1[CH:53]=[CH:52][CH:51]=[CH:50][CH:49]=1. The yield is 0.180. (4) The reactants are CCC([O-])(C)C.[K+].[N:8]1[CH:13]=[CH:12][C:11]([C:14]([O:16]CC)=O)=[N:10][CH:9]=1.Cl.[C:20]([O:23][CH2:24][CH3:25])(=[O:22])[CH3:21]. The yield is 0.760. The product is [O:16]=[C:14]([C:11]1[CH:12]=[CH:13][N:8]=[CH:9][N:10]=1)[CH2:21][C:20]([O:23][CH2:24][CH3:25])=[O:22]. The catalyst is C1(C)C=CC=CC=1.O. (5) The reactants are [CH3:1][O:2][C:3]1[CH:8]=[C:7]([N:9]2[CH2:12][C:11]3([N:16]([CH3:17])[CH2:15][CH2:14][CH2:13]3)[CH2:10]2)[C:6]([N+:18]([O-])=O)=[CH:5][C:4]=1[NH:21][C:22]1[N:27]=[C:26]([C:28]2[CH:29]=[N:30][N:31]3[CH2:36][CH2:35][CH2:34][CH2:33][C:32]=23)[CH:25]=[CH:24][N:23]=1.[NH4+].[Cl-].O. The catalyst is C(O)C.[Fe]. The product is [CH3:1][O:2][C:3]1[CH:8]=[C:7]([N:9]2[CH2:10][C:11]3([N:16]([CH3:17])[CH2:15][CH2:14][CH2:13]3)[CH2:12]2)[C:6]([NH2:18])=[CH:5][C:4]=1[NH:21][C:22]1[N:27]=[C:26]([C:28]2[CH:29]=[N:30][N:31]3[CH2:36][CH2:35][CH2:34][CH2:33][C:32]=23)[CH:25]=[CH:24][N:23]=1. The yield is 0.840. (6) The reactants are Cl[C:2]([O:4][C:5]1[CH:10]=[CH:9][C:8]([N+:11]([O-:13])=[O:12])=[CH:7][CH:6]=1)=[O:3].[NH2:14][N:15]1[CH2:20][CH2:19][O:18][CH2:17][CH2:16]1.C(N(CC)CC)C. The catalyst is C(Cl)Cl. The product is [N+:11]([C:8]1[CH:9]=[CH:10][C:5]([O:4][C:2](=[O:3])[NH:14][N:15]2[CH2:20][CH2:19][O:18][CH2:17][CH2:16]2)=[CH:6][CH:7]=1)([O-:13])=[O:12]. The yield is 0.620. (7) The reactants are C([N:3]([CH2:6]C)CC)C.C1C=CC(P(N=[N+]=[N-])(C2C=CC=CC=2)=[O:15])=CC=1.[Br:25][C:26]1[CH:27]=[N:28][CH:29]=[C:30]([CH:34]=1)C(O)=O.[CH3:35][C:36]([OH:39])([CH3:38])[CH3:37]. The catalyst is C1(C)C=CC=CC=1.CCOC(C)=O.O. The product is [C:36]([O:39][C:6](=[O:15])[NH:3][C:30]1[CH:29]=[N:28][CH:27]=[C:26]([Br:25])[CH:34]=1)([CH3:38])([CH3:37])[CH3:35]. The yield is 0.720.